Dataset: Reaction yield outcomes from USPTO patents with 853,638 reactions. Task: Predict the reaction yield, written as a fraction of the theoretical maximum amount of product (1.0 means a 100% yield; for example, 0.34 means a 34% yield). (1) The reactants are [BH4-].[Na+].[Br:3][C:4]1[C:9]([O:10][C:11]2[CH:12]=[C:13]([CH:16]=[C:17]([Cl:19])[CH:18]=2)[C:14]#[N:15])=[C:8]([F:20])[C:7]([CH:21]=[O:22])=[CH:6][CH:5]=1. The catalyst is C1COCC1.CO. The product is [Br:3][C:4]1[C:9]([O:10][C:11]2[CH:12]=[C:13]([CH:16]=[C:17]([Cl:19])[CH:18]=2)[C:14]#[N:15])=[C:8]([F:20])[C:7]([CH2:21][OH:22])=[CH:6][CH:5]=1. The yield is 0.470. (2) The reactants are Br[C:2]1[CH:3]=[C:4]([C:8]2[CH:21]=[CH:20][C:19]3[C:10](=[C:11]([C:28]4[CH:33]=[CH:32][CH:31]=[CH:30][CH:29]=4)[C:12]4[C:17]([C:18]=3[C:22]3[CH:27]=[CH:26][CH:25]=[CH:24][CH:23]=3)=[CH:16][CH:15]=[CH:14][CH:13]=4)[CH:9]=2)[CH:5]=[CH:6][CH:7]=1.[CH:34]1[C:42]2[C:41]3[CH:43]=[CH:44][CH:45]=[CH:46][C:40]=3[S:39][C:38]=2[C:37]([C:47]2[CH:48]=[CH:49][C:50]3[NH:51][C:52]4[C:57]([C:58]=3[CH:59]=2)=[CH:56][CH:55]=[CH:54][CH:53]=4)=[CH:36][CH:35]=1.CC(C)([O-])C.[Na+].C(P(C(C)(C)C)C(C)(C)C)(C)(C)C. The catalyst is C1C=CC(/C=C/C(/C=C/C2C=CC=CC=2)=O)=CC=1.C1C=CC(/C=C/C(/C=C/C2C=CC=CC=2)=O)=CC=1.[Pd].CCCCCC.C1(C)C=CC=CC=1. The product is [CH:34]1[C:42]2[C:41]3[CH:43]=[CH:44][CH:45]=[CH:46][C:40]=3[S:39][C:38]=2[C:37]([C:47]2[CH:48]=[CH:49][C:50]3[N:51]([C:6]4[CH:7]=[CH:2][CH:3]=[C:4]([C:8]5[CH:21]=[CH:20][C:19]6[C:10](=[C:11]([C:28]7[CH:33]=[CH:32][CH:31]=[CH:30][CH:29]=7)[C:12]7[C:17]([C:18]=6[C:22]6[CH:27]=[CH:26][CH:25]=[CH:24][CH:23]=6)=[CH:16][CH:15]=[CH:14][CH:13]=7)[CH:9]=5)[CH:5]=4)[C:52]4[C:57]([C:58]=3[CH:59]=2)=[CH:56][CH:55]=[CH:54][CH:53]=4)=[CH:36][CH:35]=1. The yield is 0.700. (3) The reactants are O[CH:2]([C:4]1[C:9]([C:10]2[CH:15]=[CH:14][CH:13]=[CH:12][CH:11]=2)=[N:8][N:7]([CH:16]([CH3:18])[CH3:17])[C:6](=[O:19])[CH:5]=1)[CH3:3].C1C=CC(P([N:34]=[N+:35]=[N-:36])(C2C=CC=CC=2)=O)=CC=1.C1CCN2C(=NCCC2)CC1. No catalyst specified. The product is [N:34]([CH:2]([C:4]1[C:9]([C:10]2[CH:15]=[CH:14][CH:13]=[CH:12][CH:11]=2)=[N:8][N:7]([CH:16]([CH3:18])[CH3:17])[C:6](=[O:19])[CH:5]=1)[CH3:3])=[N+:35]=[N-:36]. The yield is 0.580. (4) The reactants are [ClH:1].Cl.[F:3][C:4]([F:25])([F:24])[C:5]1[CH:10]=[CH:9][C:8]([C:11]2[N:16]=[N:15][C:14]([N:17]3[CH2:23][CH2:22][CH2:21][NH:20][CH2:19][CH2:18]3)=[CH:13][CH:12]=2)=[CH:7][CH:6]=1.C(N(CC)CC)C.[H-].[Na+].[Cl:35][CH:36]([CH3:38])[CH3:37]. The catalyst is C1COCC1.CN(C)C=O. The product is [ClH:35].[ClH:1].[CH:36]([N:20]1[CH2:21][CH2:22][CH2:23][N:17]([C:14]2[N:15]=[N:16][C:11]([C:8]3[CH:9]=[CH:10][C:5]([C:4]([F:24])([F:3])[F:25])=[CH:6][CH:7]=3)=[CH:12][CH:13]=2)[CH2:18][CH2:19]1)([CH3:38])[CH3:37]. The yield is 0.210. (5) The reactants are [CH3:1][P:2](=[O:19])([CH3:18])[C:3]1[CH:8]=[CH:7][C:6]([N+:9]([O-])=O)=[C:5]([S:12]([CH:15]([CH3:17])[CH3:16])(=[O:14])=[O:13])[CH:4]=1. The catalyst is C(O)C.[Pd]. The product is [CH3:18][P:2]([C:3]1[CH:8]=[CH:7][C:6]([NH2:9])=[C:5]([S:12]([CH:15]([CH3:17])[CH3:16])(=[O:14])=[O:13])[CH:4]=1)([CH3:1])=[O:19]. The yield is 0.500. (6) The reactants are [O:1]1[CH2:6][CH2:5][N:4]([CH2:7][C:8]2[N:13]=[CH:12][C:11]([NH:14]C(=O)OC(C)(C)C)=[CH:10][CH:9]=2)[CH2:3][CH2:2]1.C(O)(C(F)(F)F)=O. The catalyst is C(Cl)Cl. The product is [O:1]1[CH2:6][CH2:5][N:4]([CH2:7][C:8]2[N:13]=[CH:12][C:11]([NH2:14])=[CH:10][CH:9]=2)[CH2:3][CH2:2]1. The yield is 0.560. (7) The catalyst is CCOCC.C1COCC1. The product is [C:13]([O:17][C:18](=[O:42])[C:19]1[CH:24]=[C:23]([O:25][CH2:26][C:27]2[CH:32]=[CH:31][CH:30]=[CH:29][CH:28]=2)[C:22]([CH2:5][CH:3]=[CH2:4])=[C:21]([O:34][CH2:35][C:36]2[CH:41]=[CH:40][CH:39]=[CH:38][CH:37]=2)[CH:20]=1)([CH3:16])([CH3:15])[CH3:14]. The reactants are II.[CH:3]([Mg]Br)([CH3:5])[CH3:4].[Li]CCCC.[C:13]([O:17][C:18](=[O:42])[C:19]1[CH:24]=[C:23]([O:25][CH2:26][C:27]2[CH:32]=[CH:31][CH:30]=[CH:29][CH:28]=2)[C:22](Br)=[C:21]([O:34][CH2:35][C:36]2[CH:41]=[CH:40][CH:39]=[CH:38][CH:37]=2)[CH:20]=1)([CH3:16])([CH3:15])[CH3:14].C([Cu])#N.[Li+].[Cl-].C(Br)C=C. The yield is 0.764. (8) The reactants are [Cl:1][C:2]1[CH:19]=[CH:18][C:17]([Cl:20])=[CH:16][C:3]=1[CH2:4][N:5]1[CH2:10][CH2:9][NH:8][C:7]2[N:11]=[CH:12][C:13](I)=[CH:14][C:6]1=2.[C:21]([NH:28][CH2:29][C:30]#[CH:31])([O:23][C:24]([CH3:27])([CH3:26])[CH3:25])=[O:22]. No catalyst specified. The product is [C:24]([O:23][C:21](=[O:22])[NH:28][CH2:29][C:30]#[C:31][C:13]1[CH:12]=[N:11][C:7]2[NH:8][CH2:9][CH2:10][N:5]([CH2:4][C:3]3[CH:16]=[C:17]([Cl:20])[CH:18]=[CH:19][C:2]=3[Cl:1])[C:6]=2[CH:14]=1)([CH3:27])([CH3:26])[CH3:25]. The yield is 0.630. (9) The reactants are F[C:2]1[CH:7]=[CH:6][C:5]([N+:8]([O-:10])=[O:9])=[CH:4][C:3]=1[F:11].[CH3:12][O:13][C:14]1[CH:19]=[CH:18][C:17]([N:20]2[CH2:25][CH2:24][NH:23][CH2:22][CH2:21]2)=[CH:16][CH:15]=1. The catalyst is C(#N)C. The product is [F:11][C:3]1[CH:4]=[C:5]([N+:8]([O-:10])=[O:9])[CH:6]=[CH:7][C:2]=1[N:23]1[CH2:22][CH2:21][N:20]([C:17]2[CH:16]=[CH:15][C:14]([O:13][CH3:12])=[CH:19][CH:18]=2)[CH2:25][CH2:24]1. The yield is 0.750. (10) The reactants are Cl.[NH2:2][C:3]1[CH:4]=[CH:5][C:6]([CH3:26])=[C:7]([CH:25]=1)[NH:8][C:9]1[CH:14]=[C:13]([C:15]([F:18])([F:17])[F:16])[N:12]=[C:11]([C:19]2[CH:20]=[N:21][CH:22]=[CH:23][CH:24]=2)[N:10]=1.[C:27](O)(=[O:34])[C:28]1[CH:33]=[CH:32][CH:31]=[CH:30][CH:29]=1.Cl.C(N=C=NCCCN(C)C)C. The catalyst is ClCCl. The product is [CH3:26][C:6]1[CH:5]=[CH:4][C:3]([NH:2][C:27](=[O:34])[C:28]2[CH:33]=[CH:32][CH:31]=[CH:30][CH:29]=2)=[CH:25][C:7]=1[NH:8][C:9]1[CH:14]=[C:13]([C:15]([F:17])([F:18])[F:16])[N:12]=[C:11]([C:19]2[CH:20]=[N:21][CH:22]=[CH:23][CH:24]=2)[N:10]=1. The yield is 0.470.